From a dataset of Full USPTO retrosynthesis dataset with 1.9M reactions from patents (1976-2016). Predict the reactants needed to synthesize the given product. (1) The reactants are: [CH:1]([C:4]1[N:5]=[C:6]([C:9]2[CH:18]=[C:17]([O:19][CH2:20][CH2:21][C@@H:22]3[NH:36][C:35](=[O:37])[N:34]([CH3:38])[CH2:33][CH2:32][CH2:31][CH2:30][CH:29]=[CH:28][C@H:27]4[C@@:25]([C:39]([OH:41])=O)([CH2:26]4)[NH:24][C:23]3=[O:42])[C:16]3[C:11](=[C:12]([Cl:45])[C:13]([O:43][CH3:44])=[CH:14][CH:15]=3)[N:10]=2)[S:7][CH:8]=1)([CH3:3])[CH3:2].[CH3:46][N:47]([CH3:52])[S:48]([NH2:51])(=[O:50])=[O:49]. Given the product [Cl:45][C:12]1[C:13]([O:43][CH3:44])=[CH:14][CH:15]=[C:16]2[C:11]=1[N:10]=[C:9]([C:6]1[S:7][CH:8]=[C:4]([CH:1]([CH3:3])[CH3:2])[N:5]=1)[CH:18]=[C:17]2[O:19][CH2:20][CH2:21][C@@H:22]1[NH:36][C:35](=[O:37])[N:34]([CH3:38])[CH2:33][CH2:32][CH2:31][CH2:30][CH:29]=[CH:28][C@H:27]2[C@@:25]([C:39]([NH:51][S:48](=[O:50])(=[O:49])[N:47]([CH3:52])[CH3:46])=[O:41])([CH2:26]2)[NH:24][C:23]1=[O:42], predict the reactants needed to synthesize it. (2) Given the product [N+:8]([C:5]1[CH:6]=[CH:7][C:2]([C:13]2[CH:12]=[N:11][CH:16]=[CH:15][CH:14]=2)=[CH:3][CH:4]=1)([O-:10])=[O:9], predict the reactants needed to synthesize it. The reactants are: Br[C:2]1[CH:7]=[CH:6][C:5]([N+:8]([O-:10])=[O:9])=[CH:4][CH:3]=1.[N:11]1[CH:16]=[CH:15][CH:14]=[C:13](B(O)O)[CH:12]=1. (3) Given the product [CH2:19]([O:18][C:15]1[CH:16]=[CH:17][C:12]([N:9]2[C:10]([CH3:11])=[C:6]3[C:7]([C:2]([NH:24][CH3:23])=[N:3][N:4]=[C:5]3[CH3:22])=[C:8]2[CH3:21])=[CH:13][CH:14]=1)[CH3:20], predict the reactants needed to synthesize it. The reactants are: Cl[C:2]1[C:7]2=[C:8]([CH3:21])[N:9]([C:12]3[CH:17]=[CH:16][C:15]([O:18][CH2:19][CH3:20])=[CH:14][CH:13]=3)[C:10]([CH3:11])=[C:6]2[C:5]([CH3:22])=[N:4][N:3]=1.[CH3:23][NH2:24].CCO. (4) Given the product [Br:15][C:16]1[CH:23]=[CH:22][CH:21]=[CH:20][C:17]=1[C:18]1[NH:1][N:2]=[C:3]([C:4]2[CH:5]=[N:6][CH:7]=[CH:8][C:9]=2[C:10]([F:11])([F:12])[F:13])[N:14]=1, predict the reactants needed to synthesize it. The reactants are: [NH2:1][NH:2][C:3](=[NH:14])[C:4]1[C:9]([C:10]([F:13])([F:12])[F:11])=[CH:8][CH:7]=[N:6][CH:5]=1.[Br:15][C:16]1[CH:23]=[CH:22][CH:21]=[CH:20][C:17]=1[CH:18]=O. (5) Given the product [Br:1][C:2]1[C:6]2[N:7]=[C:8]([Cl:12])[N:9]=[C:10]([NH2:17])[C:5]=2[S:4][CH:3]=1, predict the reactants needed to synthesize it. The reactants are: [Br:1][C:2]1[C:6]2[N:7]=[C:8]([Cl:12])[N:9]=[C:10](Cl)[C:5]=2[S:4][CH:3]=1.C(O)(C)C.[NH3:17].